Predict the reaction yield, written as a fraction of the theoretical maximum amount of product (1.0 means a 100% yield; for example, 0.34 means a 34% yield). From a dataset of Reaction yield outcomes from USPTO patents with 853,638 reactions. The reactants are CS(O[CH2:6][CH2:7][CH2:8][CH2:9][O:10][C:11]1[CH:20]=[CH:19][C:18]2[CH2:17][CH2:16][C:15](=[O:21])[NH:14][C:13]=2[N:12]=1)(=O)=O.[Na+].[I-].Cl.[CH3:25][O:26][C:27]1[CH:32]=[CH:31][CH:30]=[CH:29][C:28]=1[N:33]1[CH2:39][CH2:38][CH2:37][NH:36][CH2:35][CH2:34]1.C([O-])([O-])=O.[K+].[K+]. The catalyst is CC#N.O. The product is [CH3:25][O:26][C:27]1[CH:32]=[CH:31][CH:30]=[CH:29][C:28]=1[N:33]1[CH2:39][CH2:38][CH2:37][N:36]([CH2:6][CH2:7][CH2:8][CH2:9][O:10][C:11]2[N:12]=[C:13]3[C:18]([CH2:17][CH2:16][C:15](=[O:21])[NH:14]3)=[CH:19][CH:20]=2)[CH2:35][CH2:34]1. The yield is 0.170.